From a dataset of Catalyst prediction with 721,799 reactions and 888 catalyst types from USPTO. Predict which catalyst facilitates the given reaction. (1) Reactant: O[CH2:2][CH:3]([C:5]1[CH:17]=[CH:16][C:8]([C:9]([O:11][C:12]([CH3:15])([CH3:14])[CH3:13])=[O:10])=[CH:7][C:6]=1[N+:18]([O-:20])=[O:19])[CH3:4].N1C=CC=CC=1.[C:27](Cl)([O:29][CH2:30][CH:31]1[C:43]2[C:38](=[CH:39][CH:40]=[CH:41][CH:42]=2)[C:37]2[C:32]1=[CH:33][CH:34]=[CH:35][CH:36]=2)=[O:28].[Al]. Product: [C:27]([CH2:2][CH:3]([C:5]1[CH:17]=[CH:16][C:8]([C:9]([O:11][C:12]([CH3:15])([CH3:14])[CH3:13])=[O:10])=[CH:7][C:6]=1[N+:18]([O-:20])=[O:19])[CH3:4])([O:29][CH2:30][CH:31]1[C:32]2[C:37](=[CH:36][CH:35]=[CH:34][CH:33]=2)[C:38]2[C:43]1=[CH:42][CH:41]=[CH:40][CH:39]=2)=[O:28]. The catalyst class is: 10. (2) Reactant: [F:1][CH2:2][C:3]1[N:4]([C:9]2[C:18]3[C:13](=[CH:14][CH:15]=[CH:16][CH:17]=3)[C:12]([CH3:19])=[CH:11][CH:10]=2)[C:5]([SH:8])=[N:6][N:7]=1.C([O-])([O-])=O.[K+].[K+].Cl[CH2:27][C:28]([NH:30][C:31]1[CH:36]=[CH:35][C:34]([S:37](=[O:40])(=[O:39])[NH2:38])=[CH:33][C:32]=1[CH3:41])=[O:29].O. Product: [F:1][CH2:2][C:3]1[N:4]([C:9]2[C:18]3[C:13](=[CH:14][CH:15]=[CH:16][CH:17]=3)[C:12]([CH3:19])=[CH:11][CH:10]=2)[C:5]([S:8][CH2:27][C:28]([NH:30][C:31]2[CH:36]=[CH:35][C:34]([S:37](=[O:40])(=[O:39])[NH2:38])=[CH:33][C:32]=2[CH3:41])=[O:29])=[N:6][N:7]=1. The catalyst class is: 3.